Predict the reaction yield, written as a fraction of the theoretical maximum amount of product (1.0 means a 100% yield; for example, 0.34 means a 34% yield). From a dataset of Reaction yield outcomes from USPTO patents with 853,638 reactions. (1) The reactants are [F:1][C:2]1[CH:3]=[C:4]2[C:8](=[CH:9][CH:10]=1)[NH:7][CH:6]=[C:5]2[CH2:11][CH2:12][NH:13][C:14](=O)CC(C)(C)C.[H-].[H-].[H-].[H-].[Li+].[Al+3].O.[OH-].[Na+]. The catalyst is C1COCC1. The product is [F:1][C:2]1[CH:3]=[C:4]2[C:8](=[CH:9][CH:10]=1)[NH:7][CH:6]=[C:5]2[CH2:11][CH2:12][NH:13][CH3:14]. The yield is 0.970. (2) The reactants are [CH:1]1[C:13]2[C:12]3[O:11][C:10]4[CH2:14][CH2:15][CH2:16][CH2:17][C:9]=4[C:8]=3[CH:7]=[CH:6][C:5]=2[CH:4]=[CH:3][CH:2]=1.ClC1C(=O)C(C#N)=C(C#N)C(=O)C=1Cl. The catalyst is O1CCOCC1. The product is [CH:1]1[C:13]2[C:12]3[O:11][C:10]4[CH:14]=[CH:15][CH:16]=[CH:17][C:9]=4[C:8]=3[CH:7]=[CH:6][C:5]=2[CH:4]=[CH:3][CH:2]=1. The yield is 0.600.